Dataset: Forward reaction prediction with 1.9M reactions from USPTO patents (1976-2016). Task: Predict the product of the given reaction. (1) Given the reactants [S:1]([O:8]S(C(F)(F)F)(=O)=O)([C:4]([F:7])([F:6])[F:5])(=[O:3])=[O:2].O[C:17]1[C:18]([C:23]([O:25][CH3:26])=[O:24])=[N:19][CH:20]=[CH:21][CH:22]=1, predict the reaction product. The product is: [F:5][C:4]([F:7])([F:6])[S:1]([O:8][C:17]1[C:18]([C:23]([O:25][CH3:26])=[O:24])=[N:19][CH:20]=[CH:21][CH:22]=1)(=[O:3])=[O:2]. (2) Given the reactants [C:1]([O:5][C:6]([NH:8][C:9]1[CH:10]=[C:11]2[C:15](=[CH:16][CH:17]=1)[CH:14]([CH2:18][C:19]([OH:21])=[O:20])[C:13]1([CH2:23][CH2:22]1)[CH2:12]2)=[O:7])([CH3:4])([CH3:3])[CH3:2].[C:24](=O)([O-])O.[K+].CI.CN(C=O)C, predict the reaction product. The product is: [C:1]([O:5][C:6]([NH:8][C:9]1[CH:10]=[C:11]2[C:15](=[CH:16][CH:17]=1)[CH:14]([CH2:18][C:19]([O:21][CH3:24])=[O:20])[C:13]1([CH2:22][CH2:23]1)[CH2:12]2)=[O:7])([CH3:4])([CH3:2])[CH3:3]. (3) Given the reactants [N:1]1([C:7](Cl)=[O:8])[CH2:6][CH2:5][CH2:4][CH2:3][CH2:2]1.FC(F)(F)C(O)=O.[Cl:17][C:18]1[CH:19]=[C:20]([S:24]([N:27]2[CH2:43][CH2:42][C:30]3([N:34]=[C:33]([CH:35]4[CH2:40][CH2:39][CH2:38][NH:37][CH2:36]4)[NH:32][C:31]3=[O:41])[CH2:29][CH2:28]2)(=[O:26])=[O:25])[CH:21]=[CH:22][CH:23]=1, predict the reaction product. The product is: [Cl:17][C:18]1[CH:19]=[C:20]([S:24]([N:27]2[CH2:43][CH2:42][C:30]3([N:34]=[C:33]([CH:35]4[CH2:40][CH2:39][CH2:38][N:37]([C:7]([N:1]5[CH2:6][CH2:5][CH2:4][CH2:3][CH2:2]5)=[O:8])[CH2:36]4)[NH:32][C:31]3=[O:41])[CH2:29][CH2:28]2)(=[O:26])=[O:25])[CH:21]=[CH:22][CH:23]=1. (4) Given the reactants [Cl:1][C:2]1[CH:7]=[C:6]([Cl:8])[CH:5]=[CH:4][C:3]=1[NH:9][C:10]([C:12]1[C:21](=[O:22])[C:20]2[C:15](=[C:16]([Cl:24])[CH:17]=[C:18]([Cl:23])[CH:19]=2)[NH:14][C:13]=1[S:25][CH3:26])=[O:11].[OH:27]O.O, predict the reaction product. The product is: [Cl:1][C:2]1[CH:7]=[C:6]([Cl:8])[CH:5]=[CH:4][C:3]=1[NH:9][C:10]([C:12]1[C:21](=[O:22])[C:20]2[C:15](=[C:16]([Cl:24])[CH:17]=[C:18]([Cl:23])[CH:19]=2)[NH:14][C:13]=1[S:25]([CH3:26])=[O:27])=[O:11]. (5) The product is: [CH2:1]([NH:4][C:45]([C:18]1[CH:19]=[C:20]2[C:24](=[CH:25][C:17]=1[Cl:16])[N:23]([CH3:26])[C:22]([C:27]([NH:28][CH:29]([C:34]1[CH:39]=[CH:38][CH:37]=[C:36]([C:40]([F:42])([F:43])[F:41])[CH:35]=1)[C:30]([F:31])([F:32])[F:33])=[O:44])=[CH:21]2)=[O:46])[CH:2]=[CH2:3]. Given the reactants [CH2:1]([NH2:4])[CH:2]=[CH2:3].C[Al](C)C.C1(C)C=CC=CC=1.[Cl:16][C:17]1[CH:25]=[C:24]2[C:20]([CH:21]=[C:22]([C:27](=[O:44])[NH:28][CH:29]([C:34]3[CH:39]=[CH:38][CH:37]=[C:36]([C:40]([F:43])([F:42])[F:41])[CH:35]=3)[C:30]([F:33])([F:32])[F:31])[N:23]2[CH3:26])=[CH:19][C:18]=1[C:45](OCC)=[O:46], predict the reaction product. (6) Given the reactants [CH2:1]([O:3][C:4](=[O:24])[CH2:5][CH2:6][CH2:7][O:8][C:9]1[CH:14]=[CH:13][CH:12]=[C:11]([CH2:15]Br)[C:10]=1/[CH:17]=[CH:18]/[C:19]([O:21][CH2:22][CH3:23])=[O:20])[CH3:2].C1(P(C2C=CC=CC=2)C2C=CC=CC=2)C=CC=CC=1.[C:44]([Si:48]([CH3:57])([CH3:56])[O:49][CH2:50][CH2:51][CH2:52][CH2:53][CH:54]=O)([CH3:47])([CH3:46])[CH3:45], predict the reaction product. The product is: [CH2:1]([O:3][C:4](=[O:24])[CH2:5][CH2:6][CH2:7][O:8][C:9]1[CH:14]=[CH:13][CH:12]=[C:11]([CH:15]=[CH:54][CH2:53][CH2:52][CH2:51][CH2:50][O:49][Si:48]([C:44]([CH3:45])([CH3:47])[CH3:46])([CH3:57])[CH3:56])[C:10]=1/[CH:17]=[CH:18]/[C:19]([O:21][CH2:22][CH3:23])=[O:20])[CH3:2]. (7) Given the reactants [CH3:1][C:2]1[N:6]=[C:5]([CH3:7])[S:4][C:3]=1/[CH:8]=[CH:9]/[C:10](N(C)C)=O.[CH3:15][O:16][C:17]1[CH:18]=[C:19]([NH:29][C:30]([NH2:32])=[NH:31])[CH:20]=[CH:21][C:22]=1[N:23]1[CH2:28][CH2:27][O:26][CH2:25][CH2:24]1, predict the reaction product. The product is: [CH3:7][C:5]1[S:4][C:3]([C:8]2[CH:9]=[CH:10][N:32]=[C:30]([NH:29][C:19]3[CH:20]=[CH:21][C:22]([N:23]4[CH2:28][CH2:27][O:26][CH2:25][CH2:24]4)=[C:17]([O:16][CH3:15])[CH:18]=3)[N:31]=2)=[C:2]([CH3:1])[N:6]=1. (8) Given the reactants [NH:1]1[CH2:4][CH:3]([O:5][C:6]2[C:15]([C:16]3[CH:17]=[N:18][N:19]([CH:21]4[CH2:23][CH2:22]4)[CH:20]=3)=[CH:14][CH:13]=[C:12]3[C:7]=2[CH2:8][CH2:9][C@H:10]([CH3:28])[N:11]3[C:24]([O:26][CH3:27])=[O:25])[CH2:2]1.[CH3:29][C:30]([CH3:32])=O, predict the reaction product. The product is: [CH:21]1([N:19]2[CH:20]=[C:16]([C:15]3[C:6]([O:5][CH:3]4[CH2:2][N:1]([CH:30]([CH3:32])[CH3:29])[CH2:4]4)=[C:7]4[C:12](=[CH:13][CH:14]=3)[N:11]([C:24]([O:26][CH3:27])=[O:25])[C@@H:10]([CH3:28])[CH2:9][CH2:8]4)[CH:17]=[N:18]2)[CH2:22][CH2:23]1. (9) Given the reactants [N:1]1(C(OC(C)(C)C)=O)[CH2:37][CH2:36][CH2:35][C@H:2]1[C:3]([NH:5][C@H:6]([C:14]([N:16]1[CH2:34][CH2:33][CH2:32][C@H:17]1[C:18]([NH:20][CH2:21][C:22]([N:24]1[CH2:31][CH2:30][CH2:29][C@H:25]1[C:26]([OH:28])=[O:27])=[O:23])=[O:19])=[O:15])[CH2:7][CH2:8][CH2:9][NH:10][C:11](=[NH:13])[NH2:12])=[O:4].CCOCC, predict the reaction product. The product is: [NH:1]1[CH2:37][CH2:36][CH2:35][C@H:2]1[C:3]([NH:5][C@H:6]([C:14]([N:16]1[CH2:34][CH2:33][CH2:32][C@H:17]1[C:18]([NH:20][CH2:21][C:22]([N:24]1[CH2:31][CH2:30][CH2:29][C@H:25]1[C:26]([OH:28])=[O:27])=[O:23])=[O:19])=[O:15])[CH2:7][CH2:8][CH2:9][NH:10][C:11](=[NH:12])[NH2:13])=[O:4]. (10) Given the reactants [NH2:1][C:2]1[CH:3]=[C:4]([C:8]2[O:9][C:10]3[C:11](=[C:13]([C:17]([NH2:19])=[O:18])[CH:14]=[CH:15][CH:16]=3)[N:12]=2)[CH:5]=[CH:6][CH:7]=1.C1C=CC2N(O)N=NC=2C=1.[CH3:30][N:31]([CH3:36])[CH2:32][C:33](O)=[O:34].CCN(C(C)C)C(C)C.CCN=C=NCCCN(C)C, predict the reaction product. The product is: [CH3:30][N:31]([CH3:36])[CH2:32][C:33]([NH:1][C:2]1[CH:3]=[C:4]([C:8]2[O:9][C:10]3[C:11](=[C:13]([C:17]([NH2:19])=[O:18])[CH:14]=[CH:15][CH:16]=3)[N:12]=2)[CH:5]=[CH:6][CH:7]=1)=[O:34].